Dataset: Reaction yield outcomes from USPTO patents with 853,638 reactions. Task: Predict the reaction yield, written as a fraction of the theoretical maximum amount of product (1.0 means a 100% yield; for example, 0.34 means a 34% yield). (1) The reactants are [C:1](O)([C:3](F)(F)F)=[O:2].ClCCl.CCN=C=N[CH2:16][CH2:17][CH2:18][N:19](C)C.[F:22][C:23]1[C:28]([I:29])=[CH:27][CH:26]=[CH:25][C:24]=1[C:30]1[C:34]([C:35]([OH:37])=O)=[C:33]([CH3:38])[O:32][N:31]=1. The catalyst is CN(C1C=CN=CC=1)C.CC(C)=O.ClCCl. The product is [C:3]1([C:1]([NH:19][CH2:18][C@@H:17]2[CH2:16][CH2:33][CH2:34][C@H:30]([NH:31][C:35]([C:34]3[C:30]([C:24]4[CH:25]=[CH:26][CH:27]=[C:28]([I:29])[C:23]=4[F:22])=[N:31][O:32][C:33]=3[CH3:38])=[O:37])[CH2:24]2)=[O:2])[CH:23]=[CH:28][CH:27]=[CH:26][CH:25]=1. The yield is 0.620. (2) The reactants are [NH2:1][C:2]1[C:9](Br)=[CH:8][C:7]([N+:11]([O-:13])=[O:12])=[CH:6][C:3]=1[C:4]#[N:5].[CH3:14][C:15]([CH3:19])([CH3:18])[C:16]#[CH:17]. The yield is 0.710. The product is [NH2:1][C:2]1[C:9]([C:17]#[C:16][C:15]([CH3:19])([CH3:18])[CH3:14])=[CH:8][C:7]([N+:11]([O-:13])=[O:12])=[CH:6][C:3]=1[C:4]#[N:5]. The catalyst is CCN(CC)CC.[Cu]I.Cl[Pd](Cl)([P](C1C=CC=CC=1)(C1C=CC=CC=1)C1C=CC=CC=1)[P](C1C=CC=CC=1)(C1C=CC=CC=1)C1C=CC=CC=1. (3) The reactants are [Br:1][C:2]1[CH:8]=[C:7]([CH3:9])[CH:6]=[CH:5][C:3]=1N.F[B-](F)(F)F.N(OC(C)(C)C)=O.[C:22]([Cu])#[N:23].[C-]#N.[Na+]. The catalyst is CCOCC.O. The product is [Br:1][C:2]1[CH:8]=[C:7]([CH3:9])[CH:6]=[CH:5][C:3]=1[C:22]#[N:23]. The yield is 0.540. (4) The reactants are [CH3:1][O:2][N:3]1[CH2:8][CH:7]=[C:6]([C:9]2[CH:14]=[CH:13][C:12]([NH2:15])=[CH:11][CH:10]=2)[CH2:5][CH2:4]1. The catalyst is CO.[Pd]. The product is [CH3:1][O:2][N:3]1[CH2:8][CH2:7][CH:6]([C:9]2[CH:10]=[CH:11][C:12]([NH2:15])=[CH:13][CH:14]=2)[CH2:5][CH2:4]1. The yield is 0.920. (5) The catalyst is CS(C)=O.C1C=CC([P]([Pd]([P](C2C=CC=CC=2)(C2C=CC=CC=2)C2C=CC=CC=2)([P](C2C=CC=CC=2)(C2C=CC=CC=2)C2C=CC=CC=2)[P](C2C=CC=CC=2)(C2C=CC=CC=2)C2C=CC=CC=2)(C2C=CC=CC=2)C2C=CC=CC=2)=CC=1.C1C=CC(P(C2C=CC=CC=2)[C-]2C=CC=C2)=CC=1.C1C=CC(P(C2C=CC=CC=2)[C-]2C=CC=C2)=CC=1.Cl[Pd]Cl.[Fe+2]. The product is [CH3:67][O:66][C:65]([NH:64][C@H:59]([C:58]([N:53]1[CH2:54][C@@H:55]([CH3:57])[CH2:56][C@H:52]1[C:50]1[NH:51][C:47]([C:32]2[CH:33]=[C:34]3[CH2:35][O:36][C:23]4[CH:22]=[C:21]5[C:26]([CH:27]=[CH:28][C:18]6[N:17]=[C:16]([C@@H:6]7[CH2:5][C@H:4]([CH2:3][O:2][CH3:1])[CH2:8][N:7]7[C:9]([O:11][C:12]([CH3:14])([CH3:15])[CH3:13])=[O:10])[NH:20][C:19]=65)=[CH:25][C:24]=4[C:29]3=[CH:30][CH:31]=2)=[CH:48][N:49]=1)=[O:69])[C@@H:60]([CH2:61][CH3:62])[CH3:63])=[O:68]. The yield is 0.620. The reactants are [CH3:1][O:2][CH2:3][C@@H:4]1[CH2:8][N:7]([C:9]([O:11][C:12]([CH3:15])([CH3:14])[CH3:13])=[O:10])[C@H:6]([C:16]2[NH:20][C:19]3[C:21]4[C:26]([CH:27]=[CH:28][C:18]=3[N:17]=2)=[CH:25][C:24]2[C:29]3[C:34]([CH2:35][O:36][C:23]=2[CH:22]=4)=[CH:33][C:32](B2OC(C)(C)C(C)(C)O2)=[CH:31][CH:30]=3)[CH2:5]1.Br[C:47]1[NH:51][C:50]([C@@H:52]2[CH2:56][C@H:55]([CH3:57])[CH2:54][N:53]2[C:58](=[O:69])[C@@H:59]([NH:64][C:65](=[O:68])[O:66][CH3:67])[C@@H:60]([CH3:63])[CH2:61][CH3:62])=[N:49][CH:48]=1.C([O-])([O-])=O.[K+].[K+]. (6) The reactants are C([O-])([O-])=O.[K+].[K+].CC1CCCO1.[CH2:13]([NH:16][C:17]([C@@H:19]1[C:23]([CH3:25])([CH3:24])[S:22][CH2:21][N:20]1[C:26](=[O:51])[C@@H:27]([OH:50])[C@@H:28]([NH:36][C:37]([C:39]1[C:40]([CH3:49])=[C:41]([O:45]C(=O)C)[CH:42]=[CH:43][CH:44]=1)=[O:38])[CH2:29][C:30]1[CH:35]=[CH:34][CH:33]=[CH:32][CH:31]=1)=[O:18])[CH:14]=[CH2:15]. The catalyst is CO. The product is [CH2:13]([NH:16][C:17]([C@@H:19]1[C:23]([CH3:25])([CH3:24])[S:22][CH2:21][N:20]1[C:26](=[O:51])[C@@H:27]([OH:50])[C@@H:28]([NH:36][C:37](=[O:38])[C:39]1[CH:44]=[CH:43][CH:42]=[C:41]([OH:45])[C:40]=1[CH3:49])[CH2:29][C:30]1[CH:35]=[CH:34][CH:33]=[CH:32][CH:31]=1)=[O:18])[CH:14]=[CH2:15]. The yield is 0.540. (7) The reactants are [F:1][C:2]1[CH:7]=[CH:6][CH:5]=[C:4]([C:8]2[N:9]([CH3:13])[CH:10]=[CH:11][N:12]=2)[C:3]=1[N:14]1[CH:18]=[C:17]([C:19](OCC)=[O:20])[C:16]([CH3:24])=[N:15]1.N1C=CC=N1. No catalyst specified. The product is [F:1][C:2]1[CH:7]=[CH:6][CH:5]=[C:4]([C:8]2[N:9]([CH3:13])[CH:10]=[CH:11][N:12]=2)[C:3]=1[N:14]1[CH:18]=[C:17]([CH2:19][OH:20])[C:16]([CH3:24])=[N:15]1. The yield is 0.990.